Dataset: Reaction yield outcomes from USPTO patents with 853,638 reactions. Task: Predict the reaction yield, written as a fraction of the theoretical maximum amount of product (1.0 means a 100% yield; for example, 0.34 means a 34% yield). (1) The reactants are [Cl:1][C:2]1[CH:3]=[C:4]2[C:9](=[CH:10][C:11]=1[O:12][C:13]1[CH:21]=[CH:20][C:16]([C:17]([OH:19])=O)=[CH:15][CH:14]=1)[O:8][CH2:7][CH2:6][CH:5]2[C:22]([O:24][CH2:25][CH3:26])=[O:23].C(Cl)(=O)C(Cl)=O.[Br:33][C:34]1[CH:39]=[CH:38][CH:37]=[CH:36][C:35]=1[CH2:40][CH2:41][NH2:42].CCN(C(C)C)C(C)C. The catalyst is C(Cl)Cl.CN(C=O)C. The product is [Br:33][C:34]1[CH:39]=[CH:38][CH:37]=[CH:36][C:35]=1[CH2:40][CH2:41][NH:42][C:17]([C:16]1[CH:20]=[CH:21][C:13]([O:12][C:11]2[CH:10]=[C:9]3[C:4]([CH:5]([C:22]([O:24][CH2:25][CH3:26])=[O:23])[CH2:6][CH2:7][O:8]3)=[CH:3][C:2]=2[Cl:1])=[CH:14][CH:15]=1)=[O:19]. The yield is 0.903. (2) The reactants are [CH2:1]([C:5]1[CH:13]=[CH:12][CH:11]=[CH:10][C:6]=1C(O)=O)[CH:2]([CH3:4])[CH3:3].CN([C:17]([O:21]N1N=NC2C=CC=CC1=2)=[N+](C)C)C.F[P-](F)(F)(F)(F)F.C(N(C(C)C)CC)(C)C.[NH2:47][NH2:48]. The catalyst is CN(C=O)C.C(OCC)(=O)C. The product is [CH2:1]([C:5]1[CH:6]=[CH:10][C:11]([C:17]([NH:47][NH2:48])=[O:21])=[CH:12][CH:13]=1)[CH:2]([CH3:3])[CH3:4]. The yield is 0.910. (3) The reactants are [NH2:1][C:2]1[CH:11]=[CH:10][C:9]([C:12]#[N:13])=[CH:8][C:3]=1[C:4]([O:6]C)=[O:5].[OH-].[Li+]. The catalyst is C1COCC1.O. The product is [NH2:1][C:2]1[CH:11]=[CH:10][C:9]([C:12]#[N:13])=[CH:8][C:3]=1[C:4]([OH:6])=[O:5]. The yield is 0.950. (4) The reactants are [CH3:1][C:2]1([CH3:39])[CH2:10][C:9]2[N:8]([CH2:11][O:12][CH2:13][CH2:14][Si:15]([CH3:18])([CH3:17])[CH3:16])[N:7]=[C:6]([C:19]3[N:20]([CH2:31][O:32][CH2:33][CH2:34][Si:35]([CH3:38])([CH3:37])[CH3:36])[C:21]4[C:26]([CH:27]=3)=[CH:25][CH:24]=[C:23]([C:28](O)=[O:29])[CH:22]=4)[C:5]=2[CH2:4][CH2:3]1.O.ON1C2C=CC=CC=2N=N1.Cl.C(N=C=NCCCN(C)C)C.[NH2:63][CH:64]([CH3:67])[CH2:65][OH:66]. The catalyst is CN(C)C=O.C(OCC)(=O)C.O. The product is [OH:66][CH2:65][CH:64]([NH:63][C:28]([C:23]1[CH:22]=[C:21]2[C:26]([CH:27]=[C:19]([C:6]3[C:5]4[CH2:4][CH2:3][C:2]([CH3:39])([CH3:1])[CH2:10][C:9]=4[N:8]([CH2:11][O:12][CH2:13][CH2:14][Si:15]([CH3:17])([CH3:16])[CH3:18])[N:7]=3)[N:20]2[CH2:31][O:32][CH2:33][CH2:34][Si:35]([CH3:36])([CH3:38])[CH3:37])=[CH:25][CH:24]=1)=[O:29])[CH3:67]. The yield is 0.930. (5) The yield is 0.640. The product is [OH:1][C:2]12[C:13]3[C:8](=[C:9]([NH2:14])[CH:10]=[CH:11][CH:12]=3)[C:7](=[O:17])[C:6]1([NH:18][C:19]([NH:21][C:22]1[CH:23]=[CH:24][C:25]([O:28][CH3:29])=[CH:26][CH:27]=1)=[S:20])[C:5]1[CH:30]=[C:31]([CH:37]([CH3:39])[CH3:38])[CH:32]=[C:33]([CH:34]([CH3:35])[CH3:36])[C:4]=1[O:3]2. The reactants are [OH:1][C:2]12[C:13]3[C:8](=[C:9]([N+:14]([O-])=O)[CH:10]=[CH:11][CH:12]=3)[C:7](=[O:17])[C:6]1([NH:18][C:19]([NH:21][C:22]1[CH:27]=[CH:26][C:25]([O:28][CH3:29])=[CH:24][CH:23]=1)=[S:20])[C:5]1[CH:30]=[C:31]([CH:37]([CH3:39])[CH3:38])[CH:32]=[C:33]([CH:34]([CH3:36])[CH3:35])[C:4]=1[O:3]2.O. The catalyst is C(O)C.Cl.[Fe].